From a dataset of Catalyst prediction with 721,799 reactions and 888 catalyst types from USPTO. Predict which catalyst facilitates the given reaction. (1) Reactant: [C:1]1([CH3:21])[CH:6]=[C:5]([CH3:7])[CH:4]=[C:3]([CH3:8])[C:2]=1[N:9](C1C=CC=CC=1)[C:10](=[O:14])[C:11]([OH:13])=O.ON1C2C=CC=CC=2N=N1.C1(N=C=NC2CCCCC2)CCCCC1.[NH2:47][C:48]1[CH:53]=[C:52]([CH3:54])[CH:51]=[C:50]([C:55]([CH3:58])([CH3:57])[CH3:56])[C:49]=1[OH:59]. Product: [C:3]1([CH3:8])[CH:4]=[C:5]([CH3:7])[CH:6]=[C:1]([CH3:21])[C:2]=1[NH:9][C:10](=[O:14])[C:11]([NH:47][C:48]1[CH:53]=[C:52]([CH3:54])[CH:51]=[C:50]([C:55]([CH3:57])([CH3:56])[CH3:58])[C:49]=1[OH:59])=[O:13]. The catalyst class is: 1. (2) Reactant: [NH2:1][C:2]1[CH:7]=[CH:6][C:5]([B:8]2[O:16][C:13]([CH3:15])([CH3:14])[C:10]([CH3:12])([CH3:11])[O:9]2)=[CH:4][CH:3]=1.[CH:17]1[C:29]2[CH:28]([CH2:30][O:31][C:32]([NH:34][C@H:35]([CH:44]([CH3:46])[CH3:45])[C:36]([NH:38][CH:39]([CH3:43])[C:40](O)=[O:41])=[O:37])=[O:33])[C:27]3[C:22](=[CH:23][CH:24]=[CH:25][CH:26]=3)[C:21]=2[CH:20]=[CH:19][CH:18]=1.C1CCC(N=C=NC2CCCCC2)CC1. Product: [CH3:45][CH:44]([CH3:46])[C@H:35]([NH:34][C:32](=[O:33])[O:31][CH2:30][CH:28]1[C:27]2[CH:26]=[CH:25][CH:24]=[CH:23][C:22]=2[C:21]2[C:29]1=[CH:17][CH:18]=[CH:19][CH:20]=2)[C:36](=[O:37])[NH:38][C@@H:39]([CH3:43])[C:40](=[O:41])[NH:1][C:2]1[CH:7]=[CH:6][C:5]([B:8]2[O:16][C:13]([CH3:15])([CH3:14])[C:10]([CH3:11])([CH3:12])[O:9]2)=[CH:4][CH:3]=1. The catalyst class is: 79. (3) Reactant: [OH-:1].[Na+].C[O:4][C:5](=[O:43])[CH:6](NC(OC(C)(C)C)=O)[CH2:7][S:8][CH2:9][C:10]1[CH:15]=[CH:14][C:13]([C:16]2[CH:21]=[CH:20][C:19]([C:22]3[C:27]4[O:28][C:29]5[CH:34]=[CH:33][CH:32]=[CH:31][C:30]=5[C:26]=4[CH:25]=[CH:24][CH:23]=3)=[CH:18][CH:17]=2)=[CH:12][CH:11]=1.Cl.[CH3:45][OH:46]. Product: [C:10]([O:1][C:45]([C@H:6]([CH2:7][S:8][CH2:9][C:10]1[CH:15]=[CH:14][C:13]([C:16]2[CH:21]=[CH:20][C:19]([C:22]3[C:27]4[O:28][C:29]5[CH:34]=[CH:33][CH:32]=[CH:31][C:30]=5[C:26]=4[CH:25]=[CH:24][CH:23]=3)=[CH:18][CH:17]=2)=[CH:12][CH:11]=1)[C:5]([OH:4])=[O:43])=[O:46])([CH3:15])([CH3:11])[CH3:9]. The catalyst class is: 30. (4) Reactant: C([O:5][C:6]1[N:11]=[CH:10][C:9]([C:12]2[NH:35][C:15]3[N:16]=[CH:17][N:18]=[C:19]([C:20]4[CH:21]=[CH:22][C:23]([O:28][CH:29]5[CH2:34][CH2:33][O:32][CH2:31][CH2:30]5)=[C:24]([CH:27]=4)[C:25]#[N:26])[C:14]=3[CH:13]=2)=[CH:8][CH:7]=1)(C)(C)C.FC(F)(F)C(O)=O. Product: [O:5]=[C:6]1[NH:11][CH:10]=[C:9]([C:12]2[NH:35][C:15]3[N:16]=[CH:17][N:18]=[C:19]([C:20]4[CH:21]=[CH:22][C:23]([O:28][CH:29]5[CH2:34][CH2:33][O:32][CH2:31][CH2:30]5)=[C:24]([CH:27]=4)[C:25]#[N:26])[C:14]=3[CH:13]=2)[CH:8]=[CH:7]1. The catalyst class is: 4. (5) Reactant: [NH2:1][C:2]1[S:3][C:4]([CH2:11][CH2:12][CH3:13])=[CH:5][C:6]=1[C:7]([O:9]C)=O.ClC(Cl)(O[C:18](=[O:24])OC(Cl)(Cl)Cl)Cl.C(N(CC)CC)C.[C:33]1([CH2:39][CH2:40][NH2:41])[CH:38]=[CH:37][CH:36]=[CH:35][CH:34]=1. Product: [C:33]1([CH2:39][CH2:40][N:41]2[C:7](=[O:9])[C:6]3[CH:5]=[C:4]([CH2:11][CH2:12][CH3:13])[S:3][C:2]=3[NH:1][C:18]2=[O:24])[CH:38]=[CH:37][CH:36]=[CH:35][CH:34]=1. The catalyst class is: 2. (6) Reactant: N[C:2]1[CH:3]=[C:4]2[C:8](=[CH:9][CH:10]=1)[N:7]=[C:6]([CH3:11])[C:5]2([CH3:13])[CH3:12].S(=O)(=O)(O)[OH:15].N([O-])=O.[Na+]. Product: [OH:15][C:2]1[CH:3]=[C:4]2[C:8](=[CH:9][CH:10]=1)[N:7]=[C:6]([CH3:11])[C:5]2([CH3:13])[CH3:12]. The catalyst class is: 6. (7) Reactant: CO[C:3](=O)[CH:4]([CH2:9][C:10]1[CH:15]=[CH:14][C:13]([F:16])=[C:12]([C:17]([F:20])([F:19])[F:18])[CH:11]=1)[C:5](OC)=O.[H-].C([Al+]CC(C)C)C(C)C.[NH2:32][C:33]1[C:37]([C:38]([O:40]CC)=[O:39])=[CH:36][NH:35][N:34]=1.N#N. Product: [F:16][C:13]1[CH:14]=[CH:15][C:10]([CH2:9][C:4]2[CH:3]=[N:32][C:33]3[N:34]([N:35]=[CH:36][C:37]=3[C:38]([OH:40])=[O:39])[CH:5]=2)=[CH:11][C:12]=1[C:17]([F:18])([F:19])[F:20]. The catalyst class is: 497. (8) The catalyst class is: 8. Reactant: [CH2:1]1[C:11]2=[C:12]3[C:7](=[CH:8][CH:9]=[CH:10]2)[CH2:6][CH2:5][NH:4][CH:3]3[CH2:2]1.[ClH:13]. Product: [ClH:13].[CH2:1]1[C:11]2=[C:12]3[C:7](=[CH:8][CH:9]=[CH:10]2)[CH2:6][CH2:5][NH:4][CH:3]3[CH2:2]1. (9) The catalyst class is: 13. Reactant: [CH3:1][C:2]([C:4]1[CH:9]=[C:8]([O:10][CH2:11][C:12]([F:15])([F:14])[F:13])[CH:7]=[CH:6][C:5]=1[O:16][CH2:17][C:18]([F:21])([F:20])[F:19])=[O:3].[C:22]1([CH3:30])[CH:27]=[CH:26][C:25]([CH:28]=O)=[CH:24][CH:23]=1.CO.[OH-].[Na+]. Product: [F:21][C:18]([F:19])([F:20])[CH2:17][O:16][C:5]1[CH:6]=[CH:7][C:8]([O:10][CH2:11][C:12]([F:13])([F:14])[F:15])=[CH:9][C:4]=1[C:2](=[O:3])[CH:1]=[CH:30][C:22]1[CH:27]=[CH:26][C:25]([CH3:28])=[CH:24][CH:23]=1. (10) Reactant: C([N-]C(C)C)(C)C.[Li+].C(C1C=CC=CC=1)C.C1COCC1.[CH3:22][Si:23]([CH3:40])([CH3:39])[CH2:24][CH2:25][O:26][CH2:27][N:28]1[CH:32]=[C:31]([C:33]2[CH:38]=[CH:37][CH:36]=[CH:35][N:34]=2)[N:30]=[CH:29]1.[Cl:41][C:42]1[CH:59]=[CH:58][C:45]([CH2:46][N:47]2[C:55]3[C:50](=[CH:51][CH:52]=[CH:53][CH:54]=3)[C:49]([CH:56]=[O:57])=[CH:48]2)=[CH:44][CH:43]=1. Product: [Cl:41][C:42]1[CH:43]=[CH:44][C:45]([CH2:46][N:47]2[C:55]3[C:50](=[CH:51][CH:52]=[CH:53][CH:54]=3)[C:49]([CH:56]([C:29]3[N:28]([CH2:27][O:26][CH2:25][CH2:24][Si:23]([CH3:40])([CH3:39])[CH3:22])[CH:32]=[C:31]([C:33]4[CH:38]=[CH:37][CH:36]=[CH:35][N:34]=4)[N:30]=3)[OH:57])=[CH:48]2)=[CH:58][CH:59]=1. The catalyst class is: 1.